This data is from Reaction yield outcomes from USPTO patents with 853,638 reactions. The task is: Predict the reaction yield, written as a fraction of the theoretical maximum amount of product (1.0 means a 100% yield; for example, 0.34 means a 34% yield). (1) The reactants are C([O:4][C@H:5]1[CH2:22][CH2:21][C@@:20]2([CH3:23])[C@@H:7]([CH2:8][CH2:9][C@:10]3([CH3:48])[C@@H:19]2[CH2:18][CH2:17][C@H:16]2[C@@:11]3([CH3:47])[CH2:12][CH2:13][C@@:14]3([C:30](=[O:46])[NH:31][C@H:32]4[CH2:35][C@@H:34]([C:36]([N:38]5[CH2:43][CH2:42][CH2:41][CH2:40][CH2:39]5)=[O:37])[C:33]4([CH3:45])[CH3:44])[CH2:26][CH2:25][C@@H:24]([C:27]([CH3:29])=[CH2:28])[C@@H:15]32)[C:6]1([CH3:50])[CH3:49])(=O)C.[OH-].[Na+]. The catalyst is CO.C1COCC1. The product is [CH3:44][C:33]1([CH3:45])[C@H:34]([C:36]([N:38]2[CH2:39][CH2:40][CH2:41][CH2:42][CH2:43]2)=[O:37])[CH2:35][C@@H:32]1[NH:31][C:30]([C@:14]12[CH2:26][CH2:25][C@@H:24]([C:27]([CH3:29])=[CH2:28])[C@@H:15]1[C@@H:16]1[C@@:11]([CH3:47])([CH2:12][CH2:13]2)[C@@:10]2([CH3:48])[C@@H:19]([C@:20]3([CH3:23])[C@@H:7]([CH2:8][CH2:9]2)[C:6]([CH3:49])([CH3:50])[C@@H:5]([OH:4])[CH2:22][CH2:21]3)[CH2:18][CH2:17]1)=[O:46]. The yield is 0.590. (2) The reactants are [O:1]1[CH:5]=[CH:4][CH:3]=[C:2]1[C:6]1[C:7]2[S:21][CH:20]=[CH:19][C:8]=2[N:9]=[C:10]([CH2:12][CH2:13][C:14]([O:16]CC)=[O:15])[N:11]=1.[OH-].[Li+]. The catalyst is C1COCC1.O. The product is [O:1]1[CH:5]=[CH:4][CH:3]=[C:2]1[C:6]1[C:7]2[S:21][CH:20]=[CH:19][C:8]=2[N:9]=[C:10]([CH2:12][CH2:13][C:14]([OH:16])=[O:15])[N:11]=1. The yield is 0.810. (3) The reactants are [Cl:1][C:2]1[CH:3]=[C:4]([O:15][C:16]2[CH:21]=[CH:20][CH:19]=[CH:18][CH:17]=2)[C:5]([NH:8][C:9]2[S:10][CH:11]=[C:12]([CH3:14])[N:13]=2)=[N:6][CH:7]=1.[Li]C.C([Li])CCC.[C:29]1([S:35][S:35][C:29]2[CH:34]=[CH:33][CH:32]=[CH:31][CH:30]=2)[CH:34]=[CH:33][CH:32]=[CH:31][CH:30]=1. The catalyst is C1COCC1. The product is [ClH:1].[CH3:14][C:12]1[N:13]=[C:9]([NH:8][C:5]2[C:4]([O:15][C:16]3[CH:21]=[CH:20][CH:19]=[CH:18][CH:17]=3)=[CH:3][C:2]([S:35][C:29]3[CH:34]=[CH:33][CH:32]=[CH:31][CH:30]=3)=[CH:7][N:6]=2)[S:10][CH:11]=1. The yield is 0.283. (4) The reactants are BrC1C(N2CCN(C(NC3C=CC=CC=3)=O)CC2)=C2N=C(C3C=CC(N(C)C)=CC=3)NC2=NC=1.[Br:35][C:36]1[C:37]([N:46]2[CH2:51][CH2:50][N:49]([CH:52]([C:54]3[CH:59]=[CH:58][N:57]=[CH:56][CH:55]=3)[CH3:53])[CH2:48][CH2:47]2)=[C:38]([N+:43]([O-])=O)[C:39]([NH2:42])=[N:40][CH:41]=1.[O-]S(S([O-])=O)=O.[Na+].[Na+].[N:68]1([C:74]2[CH:81]=[CH:80][C:77]([CH:78]=O)=[CH:76][CH:75]=2)[CH2:73][CH2:72][O:71][CH2:70][CH2:69]1. The catalyst is C(O)C.CN(C=O)C. The product is [Br:35][C:36]1[C:37]([N:46]2[CH2:51][CH2:50][N:49]([CH:52]([C:54]3[CH:59]=[CH:58][N:57]=[CH:56][CH:55]=3)[CH3:53])[CH2:48][CH2:47]2)=[C:38]2[N:43]=[C:78]([C:77]3[CH:76]=[CH:75][C:74]([N:68]4[CH2:73][CH2:72][O:71][CH2:70][CH2:69]4)=[CH:81][CH:80]=3)[NH:42][C:39]2=[N:40][CH:41]=1. The yield is 0.270.